This data is from Full USPTO retrosynthesis dataset with 1.9M reactions from patents (1976-2016). The task is: Predict the reactants needed to synthesize the given product. (1) Given the product [C:9]1([CH:8]([CH:6]2[CH2:5][CH2:4][S:3](=[O:23])(=[O:24])[CH:2]([CH3:1])[CH2:7]2)[N:15]2[CH:19]=[C:18]([NH2:20])[CH:17]=[N:16]2)[CH:10]=[CH:11][CH:12]=[CH:13][CH:14]=1, predict the reactants needed to synthesize it. The reactants are: [CH3:1][CH:2]1[CH2:7][CH:6]([CH:8]([N:15]2[CH:19]=[C:18]([N+:20]([O-])=O)[CH:17]=[N:16]2)[C:9]2[CH:14]=[CH:13][CH:12]=[CH:11][CH:10]=2)[CH2:5][CH2:4][S:3]1(=[O:24])=[O:23].[H][H]. (2) Given the product [CH2:9]([O:11][C:12]([N:14]1[CH2:15][CH2:16][N:17]([C:20]([CH3:23])([CH3:24])[C:21]#[C:22][C:4]2[CH:5]=[CH:6][CH:7]=[C:2]([Cl:1])[CH:3]=2)[CH2:18][CH:19]1[CH2:25][CH3:26])=[O:13])[CH3:10], predict the reactants needed to synthesize it. The reactants are: [Cl:1][C:2]1[CH:7]=[CH:6][CH:5]=[C:4](I)[CH:3]=1.[CH2:9]([O:11][C:12]([N:14]1[CH2:19][CH2:18][N:17]([C:20]([CH3:24])([CH3:23])[C:21]#[CH:22])[CH2:16][CH2:15]1)=[O:13])[CH3:10].[CH2:25](N(CC)CC)[CH3:26]. (3) Given the product [NH2:1][C:2](=[O:33])[C:3]([NH:6][C:7](=[O:32])[C:8]1[CH:13]=[CH:12][CH:11]=[C:10]([C:14]2[C:23]3[C:18](=[CH:19][C:20]([O:29][CH2:43][CH2:44][OH:45])=[C:21]4[O:26][C:25]([CH3:27])([CH3:28])[CH2:24][C:22]4=3)[CH2:17][C:16]([CH3:31])([CH3:30])[N:15]=2)[CH:9]=1)([CH3:5])[CH3:4], predict the reactants needed to synthesize it. The reactants are: [NH2:1][C:2](=[O:33])[C:3]([NH:6][C:7](=[O:32])[C:8]1[CH:13]=[CH:12][CH:11]=[C:10]([C:14]2[C:23]3[C:18](=[CH:19][C:20]([OH:29])=[C:21]4[O:26][C:25]([CH3:28])([CH3:27])[CH2:24][C:22]4=3)[CH2:17][C:16]([CH3:31])([CH3:30])[N:15]=2)[CH:9]=1)([CH3:5])[CH3:4].C(=O)([O-])[O-].[K+].[K+].[I-].[K+].Br[CH2:43][CH2:44][OH:45]. (4) Given the product [NH2:8][C@H:9]1[CH2:14][CH2:13][CH2:12][CH2:11][C@H:10]1[NH:15][C:16]1[CH:25]=[C:24]([C:26]#[N:27])[C:19]([C:20]([O:22][CH3:23])=[O:21])=[C:18]([NH:28][C:29]2[CH:34]=[CH:33][CH:32]=[C:31]([S:35]([CH3:38])(=[O:37])=[O:36])[CH:30]=2)[N:17]=1, predict the reactants needed to synthesize it. The reactants are: C(OC([NH:8][C@H:9]1[CH2:14][CH2:13][CH2:12][CH2:11][C@H:10]1[NH:15][C:16]1[CH:25]=[C:24]([C:26]#[N:27])[C:19]([C:20]([O:22][CH3:23])=[O:21])=[C:18]([NH:28][C:29]2[CH:34]=[CH:33][CH:32]=[C:31]([S:35]([CH3:38])(=[O:37])=[O:36])[CH:30]=2)[N:17]=1)=O)(C)(C)C.Cl. (5) Given the product [CH2:58]([O:57][C:43]1[CH:44]=[CH:45][C:46]([C:2]2[CH:7]=[CH:6][CH:5]=[C:4]([CH2:8][CH:9]([NH:15][C:16]([O:18][C:19]([CH3:22])([CH3:21])[CH3:20])=[O:17])[CH2:10][C:11]([O:13][CH3:14])=[O:12])[CH:3]=2)=[CH:47][C:42]=1[CH2:41][C@H:29]([NH:30][C:31]([O:33][CH2:34][C:35]1[CH:36]=[CH:37][CH:38]=[CH:39][CH:40]=1)=[O:32])[C:28](=[O:65])[O:27][CH2:26][CH2:25][Si:24]([CH3:67])([CH3:66])[CH3:23])[C:59]1[CH:64]=[CH:63][CH:62]=[CH:61][CH:60]=1, predict the reactants needed to synthesize it. The reactants are: Br[C:2]1[CH:3]=[C:4]([CH2:8][CH:9]([NH:15][C:16]([O:18][C:19]([CH3:22])([CH3:21])[CH3:20])=[O:17])[CH2:10][C:11]([O:13][CH3:14])=[O:12])[CH:5]=[CH:6][CH:7]=1.[CH3:23][Si:24]([CH3:67])([CH3:66])[CH2:25][CH2:26][O:27][C:28](=[O:65])[C@H:29]([CH2:41][C:42]1[CH:47]=[C:46](B2OC(C)(C)C(C)(C)O2)[CH:45]=[CH:44][C:43]=1[O:57][CH2:58][C:59]1[CH:64]=[CH:63][CH:62]=[CH:61][CH:60]=1)[NH:30][C:31]([O:33][CH2:34][C:35]1[CH:40]=[CH:39][CH:38]=[CH:37][CH:36]=1)=[O:32].C(=O)([O-])[O-].[Cs+].[Cs+]. (6) Given the product [CH3:11][C:2]1([CH3:1])[CH2:7][CH2:6][CH2:5][CH:4]([CH:8]([O:10][C:21](=[O:26])[CH2:20][C:19](=[O:23])[CH2:18][CH2:17][CH3:15])[CH3:9])[CH2:3]1, predict the reactants needed to synthesize it. The reactants are: [CH3:1][C:2]1([CH3:11])[CH2:7][CH2:6][CH2:5][CH:4]([CH:8]([OH:10])[CH3:9])[CH2:3]1.C(O[C:15]([CH2:17][CH2:18][C:19](=[O:23])[CH2:20][CH2:21]C)=O)C.CC[O-:26].[Na+].O. (7) Given the product [CH3:1][O:2][CH2:3][C:4]1([CH2:17][O:18][Si:28]([CH2:31][CH3:32])([CH2:29][CH3:30])[CH2:26][CH3:27])[C:16]2[CH:15]=[CH:14][CH:13]=[CH:12][C:11]=2[C:10]2[C:5]1=[CH:6][CH:7]=[CH:8][CH:9]=2, predict the reactants needed to synthesize it. The reactants are: [CH3:1][O:2][CH2:3][C:4]1([CH2:17][OH:18])[C:16]2[CH:15]=[CH:14][CH:13]=[CH:12][C:11]=2[C:10]2[C:5]1=[CH:6][CH:7]=[CH:8][CH:9]=2.C(N(CC)CC)C.[CH2:26]([Si:28](Cl)([CH2:31][CH3:32])[CH2:29][CH3:30])[CH3:27]. (8) Given the product [ClH:7].[Cl:7][C:8]1[CH:15]=[CH:14][C:11]([CH2:12][NH2:13])=[CH:10][C:9]=1[N+:16]([O-:18])=[O:17], predict the reactants needed to synthesize it. The reactants are: B.C1COCC1.[Cl:7][C:8]1[CH:15]=[CH:14][C:11]([C:12]#[N:13])=[CH:10][C:9]=1[N+:16]([O-:18])=[O:17].CO.Cl.